This data is from Full USPTO retrosynthesis dataset with 1.9M reactions from patents (1976-2016). The task is: Predict the reactants needed to synthesize the given product. (1) Given the product [CH3:1][O:2][C:3]1[CH:4]=[C:5]([CH2:9][NH:10][C:11](=[O:31])[O:12][CH2:13][C@H:14]2[CH2:18][C@@H:17]([NH:19][S:20]([C:23]3[CH:28]=[C:27]([Br:29])[CH:26]=[CH:25][C:24]=3[Br:30])(=[O:21])=[O:22])[CH2:16][N:15]2[C:33]#[N:34])[CH:6]=[CH:7][CH:8]=1, predict the reactants needed to synthesize it. The reactants are: [CH3:1][O:2][C:3]1[CH:4]=[C:5]([CH2:9][NH:10][C:11](=[O:31])[O:12][CH2:13][C@H:14]2[CH2:18][C@@H:17]([NH:19][S:20]([C:23]3[CH:28]=[C:27]([Br:29])[CH:26]=[CH:25][C:24]=3[Br:30])(=[O:22])=[O:21])[CH2:16][NH:15]2)[CH:6]=[CH:7][CH:8]=1.C[CH2:33][N:34](C(C)C)C(C)C.BrC#N.C(O)C(N)(CO)CO. (2) Given the product [CH3:1][NH:2][CH:3]([CH3:12])[CH2:4][CH2:5][C:6]1[CH:11]=[CH:10][CH:9]=[CH:8][CH:7]=1.[C:15]([NH2:26])([C:14]([F:25])([F:24])[F:13])=[O:16], predict the reactants needed to synthesize it. The reactants are: [CH3:1][NH:2][CH:3]([CH3:12])[CH2:4][CH2:5][C:6]1[CH:11]=[CH:10][CH:9]=[CH:8][CH:7]=1.[F:13][C:14]([F:25])([F:24])[C:15](O[C:15](=[O:16])[C:14]([F:25])([F:24])[F:13])=[O:16].[N:26]1C=CC=CC=1. (3) The reactants are: Br[C:2]1[CH:7]=[CH:6][C:5]([Cl:8])=[CH:4][C:3]=1[C:9]1[N:13]([CH3:14])[N:12]=[CH:11][CH:10]=1.[B:15](OC(C)C)([O:20]C(C)C)[O:16]C(C)C.[Li]CCCC.[OH-].[Na+]. Given the product [Cl:8][C:5]1[CH:6]=[CH:7][C:2]([B:15]([OH:20])[OH:16])=[C:3]([C:9]2[N:13]([CH3:14])[N:12]=[CH:11][CH:10]=2)[CH:4]=1, predict the reactants needed to synthesize it. (4) The reactants are: [CH2:1](OC(OCC)OCC)C.[Cl:11][C:12]1[CH:13]=[C:14]([CH:19]=[C:20]([Cl:22])[N:21]=1)[C:15]([NH:17][NH2:18])=[O:16]. Given the product [Cl:11][C:12]1[CH:13]=[C:14]([C:15]2[O:16][CH:1]=[N:18][N:17]=2)[CH:19]=[C:20]([Cl:22])[N:21]=1, predict the reactants needed to synthesize it. (5) The reactants are: [F:1][C:2]1[CH:7]=[CH:6][C:5](/[C:8](/[CH3:25])=[CH:9]\[N:10]2[C:18]3[CH:17]=[CH:16][C:15]([CH3:19])=[CH:14][C:13]=3[C:12]3[CH2:20][N:21]([CH3:24])[CH2:22][CH2:23][C:11]2=3)=[CH:4][CH:3]=1.FC1C=CC(C(=C)CN2C3C=CC(C)=CC=3C3CN(C)CCC2=3)=CC=1. Given the product [F:1][C:2]1[CH:3]=[CH:4][C:5]([CH:8]([CH3:25])[CH2:9][N:10]2[C:18]3[CH:17]=[CH:16][C:15]([CH3:19])=[CH:14][C:13]=3[C:12]3[CH2:20][N:21]([CH3:24])[CH2:22][CH2:23][C:11]2=3)=[CH:6][CH:7]=1, predict the reactants needed to synthesize it. (6) Given the product [CH2:15]([O:9][C:7]1[CH:6]=[CH:5][CH:4]=[C:3]([C:2]([F:1])([F:10])[F:11])[N:8]=1)[C:16]([CH3:19])([CH3:18])[CH3:17], predict the reactants needed to synthesize it. The reactants are: [F:1][C:2]([F:11])([F:10])[C:3]1[N:8]=[C:7]([OH:9])[CH:6]=[CH:5][CH:4]=1.[H-].[Na+].Br[CH2:15][C:16]([CH3:19])([CH3:18])[CH3:17].